This data is from Forward reaction prediction with 1.9M reactions from USPTO patents (1976-2016). The task is: Predict the product of the given reaction. (1) Given the reactants [CH:1]1([CH2:4][C:5]2([C:16]#[N:17])[CH2:10][CH2:9][C:8](SCC3CC3)=[CH:7][CH2:6]2)[CH2:3][CH2:2]1.O[O:19][S:20]([O-:22])=O.[K+].[C:24](=O)([O-])O.[Na+].[CH3:29][C:30]([CH3:32])=O, predict the reaction product. The product is: [CH:30]1([CH2:32][S:20]([C:8]2[CH2:9][CH2:10][C:5]([CH2:4][CH:1]3[CH2:3][CH2:2]3)([C:16]#[N:17])[CH2:6][CH:7]=2)(=[O:22])=[O:19])[CH2:24][CH2:29]1. (2) The product is: [Cl:31][C:28]1[CH:29]=[CH:30][C:25]([CH2:24][N:9]2[CH:10]=[CH:11][C:7]([NH:6][C:4](=[O:5])[C:3]3[C:12]([F:16])=[CH:13][CH:14]=[CH:15][C:2]=3[F:1])=[N:8]2)=[C:26]([O:32][CH2:33][C:34]2[CH:35]=[CH:36][CH:37]=[CH:38][CH:39]=2)[CH:27]=1. Given the reactants [F:1][C:2]1[CH:15]=[CH:14][CH:13]=[C:12]([F:16])[C:3]=1[C:4]([NH:6][C:7]1[CH:11]=[CH:10][NH:9][N:8]=1)=[O:5].C(=O)([O-])[O-].[K+].[K+].Br[CH2:24][C:25]1[CH:30]=[CH:29][C:28]([Cl:31])=[CH:27][C:26]=1[O:32][CH2:33][C:34]1[CH:39]=[CH:38][CH:37]=[CH:36][CH:35]=1, predict the reaction product. (3) Given the reactants [NH2:1][CH:2]1[CH2:7][CH2:6][N:5]([CH2:8][CH:9]2[C:18]3[C:13]4=[C:14]([CH:20]=[CH:21][C:22](=[O:23])[N:12]4[CH2:11][CH2:10]2)[CH:15]=[CH:16][C:17]=3[F:19])[CH2:4][CH2:3]1.[N:24]1[C:29]2[O:30][CH2:31][CH2:32][O:33][C:28]=2[CH:27]=[C:26]([CH:34]=O)[N:25]=1.CO.[Cl:38]CCl, predict the reaction product. The product is: [NH3:1].[ClH:38].[N:24]1[C:29]2[O:30][CH2:31][CH2:32][O:33][C:28]=2[CH:27]=[C:26]([CH2:34][NH:1][CH:2]2[CH2:7][CH2:6][N:5]([CH2:8][CH:9]3[C:18]4[C:13]5=[C:14]([CH:20]=[CH:21][C:22](=[O:23])[N:12]5[CH2:11][CH2:10]3)[CH:15]=[CH:16][C:17]=4[F:19])[CH2:4][CH2:3]2)[N:25]=1. (4) Given the reactants [F:1][C:2]1[CH:7]=[CH:6][CH:5]=[CH:4][C:3]=1[CH2:8][C:9]([CH:11]1[C:16](=O)[CH2:15][CH2:14][N:13]([C:18]([O:20][C:21]([CH3:24])([CH3:23])[CH3:22])=[O:19])[CH2:12]1)=O.[CH3:25][C:26]1[N:27]([C:31]2[CH:36]=[CH:35][C:34]([NH:37][C:38]([NH2:40])=[NH:39])=[CH:33][CH:32]=2)[CH:28]=[CH:29][N:30]=1.C(=O)([O-])[O-].[K+].[K+].C(Cl)Cl, predict the reaction product. The product is: [F:1][C:2]1[CH:7]=[CH:6][CH:5]=[CH:4][C:3]=1[CH2:8][C:9]1[C:11]2[CH2:12][N:13]([C:18]([O:20][C:21]([CH3:24])([CH3:23])[CH3:22])=[O:19])[CH2:14][CH2:15][C:16]=2[N:40]=[C:38]([NH:37][C:34]2[CH:35]=[CH:36][C:31]([N:27]3[CH:28]=[CH:29][N:30]=[C:26]3[CH3:25])=[CH:32][CH:33]=2)[N:39]=1. (5) Given the reactants [CH3:1][O:2][C:3]([C:5]1[S:6][C:7]([C:11]#[C:12][C:13]([CH3:16])([CH3:15])[CH3:14])=[CH:8][C:9]=1Br)=[O:4].[NH2:17][C@H:18]([CH3:24])[C:19]([N:21]([CH3:23])[CH3:22])=[O:20].C(=O)([O-])[O-].[Cs+].[Cs+].C1C=CC(P(C2C(C3C(P(C4C=CC=CC=4)C4C=CC=CC=4)=CC=C4C=3C=CC=C4)=C3C(C=CC=C3)=CC=2)C2C=CC=CC=2)=CC=1, predict the reaction product. The product is: [CH3:1][O:2][C:3]([C:5]1[S:6][C:7]([C:11]#[C:12][C:13]([CH3:16])([CH3:15])[CH3:14])=[CH:8][C:9]=1[NH:17][C@@H:18]([C:19](=[O:20])[N:21]([CH3:23])[CH3:22])[CH3:24])=[O:4]. (6) Given the reactants [C:1]([O:24][CH2:25][C@H:26]1[S:30][CH2:29][C@@H:28]([N:31]2[CH:36]=[CH:35][C:34]([NH2:37])=[N:33][C:32]2=[O:38])[O:27]1)(=[O:23])[CH2:2][CH2:3]/C=C\C/C=C\C/C=C\C/C=C\C/C=C\C/C=C\CC.[C:39]([NH:62][C@@H](C)C(O)=O)(=[O:61])[CH2:40][CH2:41]/[CH:42]=[CH:43]\[CH2:44]/[CH:45]=[CH:46]\[CH2:47]/[CH:48]=[CH:49]\[CH2:50]/[CH:51]=[CH:52]\[CH2:53]/[CH:54]=[CH:55]\[CH2:56]/[CH:57]=[CH:58]\[CH2:59][CH3:60], predict the reaction product. The product is: [C:39]([NH:62][C@@H:2]([CH3:3])[C:1]([O:24][CH2:25][C@H:26]1[S:30][CH2:29][C@@H:28]([N:31]2[CH:36]=[CH:35][C:34]([NH2:37])=[N:33][C:32]2=[O:38])[O:27]1)=[O:23])(=[O:61])[CH2:40][CH2:41]/[CH:42]=[CH:43]\[CH2:44]/[CH:45]=[CH:46]\[CH2:47]/[CH:48]=[CH:49]\[CH2:50]/[CH:51]=[CH:52]\[CH2:53]/[CH:54]=[CH:55]\[CH2:56]/[CH:57]=[CH:58]\[CH2:59][CH3:60]. (7) Given the reactants Cl[C:2]1[N:7]=[C:6]([N:8]2[CH2:13][CH2:12][O:11][CH2:10][C@H:9]2[CH3:14])[CH:5]=[C:4]([C:15]2([S:21]([CH:24]([CH3:26])[CH3:25])(=[O:23])=[O:22])[CH2:20][CH2:19][O:18][CH2:17][CH2:16]2)[N:3]=1.C(=O)([O-])[O-].[Na+].[Na+].[NH:33]1[C:41]2[C:36](=[C:37](B(O)O)[CH:38]=[CH:39][CH:40]=2)[CH:35]=[CH:34]1, predict the reaction product. The product is: [CH3:25][CH:24]([S:21]([C:15]1([C:4]2[CH:5]=[C:6]([N:8]3[CH2:13][CH2:12][O:11][CH2:10][C@H:9]3[CH3:14])[N:7]=[C:2]([C:37]3[CH:38]=[CH:39][CH:40]=[C:41]4[C:36]=3[CH:35]=[CH:34][NH:33]4)[N:3]=2)[CH2:20][CH2:19][O:18][CH2:17][CH2:16]1)(=[O:23])=[O:22])[CH3:26]. (8) Given the reactants [NH2:1][C:2]1[C:3]([C:19]#[N:20])=[N:4][C:5]([C:9]2[CH:14]=[CH:13][C:12](=[O:15])[N:11]([CH:16]([CH3:18])[CH3:17])[N:10]=2)=[CH:6][N+:7]=1[O-:8].[O:21]1CCOCC1, predict the reaction product. The product is: [NH2:1][C:2]1[C:3]([C:19]([NH2:20])=[O:21])=[N:4][C:5]([C:9]2[CH:14]=[CH:13][C:12](=[O:15])[N:11]([CH:16]([CH3:18])[CH3:17])[N:10]=2)=[CH:6][N+:7]=1[O-:8]. (9) Given the reactants C[O:2][C:3]([C:5]1[C:6]([C:14]2[CH:19]=[CH:18][CH:17]=[CH:16][C:15]=2[N+:20]([O-:22])=[O:21])=[CH:7][CH:8]=[C:9]([C:11](=[S:13])[NH2:12])[CH:10]=1)=[O:4].Br.Br[CH2:25][C:26]([C:28]1[CH:29]=[N:30][CH:31]=[CH:32][CH:33]=1)=O, predict the reaction product. The product is: [N+:20]([C:15]1[CH:16]=[CH:17][CH:18]=[CH:19][C:14]=1[C:6]1[C:5]([C:3]([OH:2])=[O:4])=[CH:10][C:9]([C:11]2[S:13][CH:25]=[C:26]([C:28]3[CH:29]=[N:30][CH:31]=[CH:32][CH:33]=3)[N:12]=2)=[CH:8][CH:7]=1)([O-:22])=[O:21]. (10) Given the reactants [C:1]([O:7][CH2:8][CH3:9])(=[O:6])[CH2:2][C:3]([CH3:5])=[O:4].C(O)(=O)C.[N:14]([O-:16])=[O:15].[Na+], predict the reaction product. The product is: [OH:15][N:14]=[C:2]([C:3](=[O:4])[CH3:5])[C:1]([O:7][CH2:8][CH3:9])=[O:6].[OH:16][N:14]=[C:2]([C:3](=[O:4])[CH3:5])[C:1]([O-:7])=[O:6].